Dataset: Reaction yield outcomes from USPTO patents with 853,638 reactions. Task: Predict the reaction yield, written as a fraction of the theoretical maximum amount of product (1.0 means a 100% yield; for example, 0.34 means a 34% yield). (1) The reactants are Br[C:2]1[C:10]2[C:5](=[CH:6][CH:7]=[C:8]([C:11]([NH2:13])=[O:12])[CH:9]=2)[N:4]([CH:14]2[CH2:19][CH2:18][CH2:17][CH2:16][O:15]2)[N:3]=1.[NH2:20][C:21]1[CH:22]=[C:23](B(O)O)[CH:24]=[CH:25][CH:26]=1.ClCCl.P([O-])([O-])([O-])=O.[K+].[K+].[K+]. The catalyst is COCCOC. The product is [NH2:20][C:21]1[CH:26]=[C:25]([C:2]2[C:10]3[C:5](=[CH:6][CH:7]=[C:8]([C:11]([NH2:13])=[O:12])[CH:9]=3)[N:4]([CH:14]3[CH2:19][CH2:18][CH2:17][CH2:16][O:15]3)[N:3]=2)[CH:24]=[CH:23][CH:22]=1. The yield is 0.880. (2) The reactants are CN(C)C=O.C(=O)([O-])[O-].[K+].[K+].I[C:13]1[C:18]([O:19][C:20]2[C:29]3[C:24](=[CH:25][C:26]([O:32][CH3:33])=[C:27]([O:30][CH3:31])[CH:28]=3)[N:23]=[CH:22][CH:21]=2)=[CH:17][CH:16]=[C:15]([CH3:34])[N:14]=1.[CH2:35]([O:37][C:38]1[CH:39]=[C:40](B(O)O)[CH:41]=[CH:42][CH:43]=1)[CH3:36]. The catalyst is O. The product is [CH2:35]([O:37][C:38]1[CH:43]=[C:42]([C:13]2[C:18]([O:19][C:20]3[C:29]4[C:24](=[CH:25][C:26]([O:32][CH3:33])=[C:27]([O:30][CH3:31])[CH:28]=4)[N:23]=[CH:22][CH:21]=3)=[CH:17][CH:16]=[C:15]([CH3:34])[N:14]=2)[CH:41]=[CH:40][CH:39]=1)[CH3:36]. The yield is 0.870. (3) The reactants are Br[C:2]1[S:6][C:5]([C:7]([O:9][CH2:10][CH3:11])=[O:8])=[CH:4][CH:3]=1.[CH3:12][N:13]1[CH2:18][CH2:17][NH:16][CH2:15][CH:14]1[CH3:19].C1(P(C2C=CC=CC=2)C2C=CC3C(=CC=CC=3)C=2C2C3C(=CC=CC=3)C=CC=2P(C2C=CC=CC=2)C2C=CC=CC=2)C=CC=CC=1.C(=O)([O-])[O-].[Cs+].[Cs+]. The catalyst is C1(C)C=CC=CC=1.C([O-])(=O)C.[Pd+2].C([O-])(=O)C. The product is [CH3:19][CH:14]1[N:13]([CH3:12])[CH2:18][CH2:17][N:16]([C:2]2[S:6][C:5]([C:7]([O:9][CH2:10][CH3:11])=[O:8])=[CH:4][CH:3]=2)[CH2:15]1. The yield is 0.477. (4) The reactants are [Cl:1][C:2]1[CH:18]=[CH:17][CH:16]=[C:15]([Cl:19])[C:3]=1/[CH:4]=[CH:5]/[C:6]1[CH:14]=[CH:13][C:9]([N:10](C)[CH3:11])=[CH:8][CH:7]=1.N#CBr. No catalyst specified. The product is [Cl:1][C:2]1[CH:18]=[CH:17][CH:16]=[C:15]([Cl:19])[C:3]=1[CH:4]=[CH:5][C:6]1[CH:14]=[CH:13][C:9]([NH:10][CH3:11])=[CH:8][CH:7]=1. The yield is 0.410. (5) The reactants are C(O)(C(F)(F)F)=O.[F:8][C:9]1[CH:10]=[C:11]([NH:20][C:21]([C@H:23]2[C:32]3[C:27](=[CH:28][C:29]([O:33][CH3:34])=[CH:30][CH:31]=3)[CH2:26][CH2:25][N:24]2[C:35]([C@H:37]2[CH2:40][C@H:39]([CH2:41][C:42]([O:44]C(C)(C)C)=[O:43])[CH2:38]2)=[O:36])=[O:22])[CH:12]=[C:13]([F:19])[C:14]=1[Si:15]([CH3:18])([CH3:17])[CH3:16].C(=O)([O-])O.[Na+]. No catalyst specified. The product is [F:8][C:9]1[CH:10]=[C:11]([NH:20][C:21]([C@H:23]2[C:32]3[C:27](=[CH:28][C:29]([O:33][CH3:34])=[CH:30][CH:31]=3)[CH2:26][CH2:25][N:24]2[C:35]([C@H:37]2[CH2:40][C@H:39]([CH2:41][C:42]([OH:44])=[O:43])[CH2:38]2)=[O:36])=[O:22])[CH:12]=[C:13]([F:19])[C:14]=1[Si:15]([CH3:17])([CH3:18])[CH3:16]. The yield is 0.717. (6) The reactants are S(S([O-])=O)([O-])=O.[Na+].[Na+].[NH2:9][C:10]1[N:15]=[C:14]([N:16]2[CH2:21][CH2:20][N:19]([C:22]([O:24][C:25]([CH3:28])([CH3:27])[CH3:26])=[O:23])[CH2:18][CH2:17]2)[CH:13]=[CH:12][C:11]=1[N+:29]([O-])=O.[CH:32]([C:34]1[CH:39]=[CH:38][C:37]([S:40][CH2:41][C:42]2[CH:47]=[CH:46][CH:45]=[CH:44][CH:43]=2)=[CH:36][CH:35]=1)=O.[OH-].[NH4+]. The catalyst is CCO.O. The product is [CH2:41]([S:40][C:37]1[CH:36]=[CH:35][C:34]([C:32]2[NH:9][C:10]3=[N:15][C:14]([N:16]4[CH2:21][CH2:20][N:19]([C:22]([O:24][C:25]([CH3:28])([CH3:27])[CH3:26])=[O:23])[CH2:18][CH2:17]4)=[CH:13][CH:12]=[C:11]3[N:29]=2)=[CH:39][CH:38]=1)[C:42]1[CH:43]=[CH:44][CH:45]=[CH:46][CH:47]=1. The yield is 0.650.